Task: Predict the product of the given reaction.. Dataset: Forward reaction prediction with 1.9M reactions from USPTO patents (1976-2016) (1) Given the reactants [Cl:1][C:2]1[N:7]=[C:6]([NH2:8])[C:5]([N+:9]([O-])=O)=[CH:4][CH:3]=1, predict the reaction product. The product is: [Cl:1][C:2]1[N:7]=[C:6]([NH2:8])[C:5]([NH2:9])=[CH:4][CH:3]=1. (2) Given the reactants C(OC(=O)[NH:7][C:8]1([C:12]2[CH:17]=[CH:16][C:15]([C:18]3[C:27](=[O:28])[C:26]4[C:21](=[CH:22][CH:23]=[C:24]([F:29])[CH:25]=4)[O:20][C:19]=3[C:30]3[CH:35]=[CH:34][CH:33]=[CH:32][CH:31]=3)=[CH:14][CH:13]=2)[CH2:11][CH2:10][CH2:9]1)(C)(C)C.C(O)(C(F)(F)F)=O, predict the reaction product. The product is: [NH2:7][C:8]1([C:12]2[CH:13]=[CH:14][C:15]([C:18]3[C:27](=[O:28])[C:26]4[C:21](=[CH:22][CH:23]=[C:24]([F:29])[CH:25]=4)[O:20][C:19]=3[C:30]3[CH:35]=[CH:34][CH:33]=[CH:32][CH:31]=3)=[CH:16][CH:17]=2)[CH2:9][CH2:10][CH2:11]1. (3) Given the reactants [CH3:1][O:2][C:3]1[C:8]2[N:9]=[C:10]([NH2:12])[S:11][C:7]=2[C:6]([CH:13]2[CH2:18][CH2:17][O:16][CH2:15][CH2:14]2)=[CH:5][CH:4]=1.Cl[C:20](OC1C=CC=CC=1)=[O:21].[O:29]1[C:33]2([CH2:38][CH2:37][NH:36][CH2:35][CH2:34]2)[O:32][CH2:31][CH2:30]1, predict the reaction product. The product is: [CH3:1][O:2][C:3]1[C:8]2[N:9]=[C:10]([NH:12][C:20]([N:36]3[CH2:37][CH2:38][C:33]4([O:32][CH2:31][CH2:30][O:29]4)[CH2:34][CH2:35]3)=[O:21])[S:11][C:7]=2[C:6]([CH:13]2[CH2:18][CH2:17][O:16][CH2:15][CH2:14]2)=[CH:5][CH:4]=1. (4) The product is: [F:53][C:54]1[CH:61]=[CH:60][C:57]([CH2:58][NH:59][C:43]([C:42]2[CH:47]=[CH:48][CH:49]=[C:40]([C:9]3[C:10]4[C:15](=[CH:14][CH:13]=[C:12]([C:16]5[N:20]=[CH:19][N:18]([C:21]([C:28]6[CH:29]=[CH:30][CH:31]=[CH:32][CH:33]=6)([C:34]6[CH:39]=[CH:38][CH:37]=[CH:36][CH:35]=6)[C:22]6[CH:27]=[CH:26][CH:25]=[CH:24][CH:23]=6)[N:17]=5)[CH:11]=4)[N:7]([CH:2]4[CH2:3][CH2:4][CH2:5][CH2:6][O:1]4)[N:8]=3)[CH:41]=2)=[O:44])=[CH:56][CH:55]=1. Given the reactants [O:1]1[CH2:6][CH2:5][CH2:4][CH2:3][CH:2]1[N:7]1[C:15]2[C:10](=[CH:11][C:12]([C:16]3[N:20]=[CH:19][N:18]([C:21]([C:34]4[CH:39]=[CH:38][CH:37]=[CH:36][CH:35]=4)([C:28]4[CH:33]=[CH:32][CH:31]=[CH:30][CH:29]=4)[C:22]4[CH:27]=[CH:26][CH:25]=[CH:24][CH:23]=4)[N:17]=3)=[CH:13][CH:14]=2)[C:9]([C:40]2[CH:41]=[C:42]([CH:47]=[CH:48][CH:49]=2)[C:43](OC)=[O:44])=[N:8]1.O.[OH-].[Li+].[F:53][C:54]1[CH:61]=[CH:60][C:57]([CH2:58][NH2:59])=[CH:56][CH:55]=1.O.ON1C2C=CC=CC=2N=N1, predict the reaction product.